This data is from Forward reaction prediction with 1.9M reactions from USPTO patents (1976-2016). The task is: Predict the product of the given reaction. (1) Given the reactants [H-].[Na+].[C:3]([O:10][CH3:11])(=[O:9])[CH2:4][C:5]([O:7][CH3:8])=[O:6].[Br:12][C:13]([CH2:15]Br)=[CH2:14], predict the reaction product. The product is: [Br:12][C:13](=[CH2:14])[CH2:15][CH:4]([C:3]([O:10][CH3:11])=[O:9])[C:5]([O:7][CH3:8])=[O:6]. (2) Given the reactants [C:1]([O:5][CH2:6][CH3:7])(=[O:4])[CH2:2][SH:3].C(=O)([O-])[O-].[K+].[K+].[Cl:14][C:15]1[CH:16]=[CH:17][C:18]2[N:24]([CH2:25][C:26]([CH3:29])([CH3:28])[CH3:27])[C:23](=[O:30])[C@@H:22]([CH2:31][C:32]3[N:36]=[C:35](Cl)[S:34][N:33]=3)[O:21][C@H:20]([C:38]3[CH:43]=[CH:42][CH:41]=[C:40]([O:44][CH3:45])[C:39]=3[O:46][CH3:47])[C:19]=2[CH:48]=1, predict the reaction product. The product is: [Cl:14][C:15]1[CH:16]=[CH:17][C:18]2[N:24]([CH2:25][C:26]([CH3:28])([CH3:27])[CH3:29])[C:23](=[O:30])[C@@H:22]([CH2:31][C:32]3[N:36]=[C:35]([S:3][CH2:2][C:1]([O:5][CH2:6][CH3:7])=[O:4])[S:34][N:33]=3)[O:21][C@H:20]([C:38]3[CH:43]=[CH:42][CH:41]=[C:40]([O:44][CH3:45])[C:39]=3[O:46][CH3:47])[C:19]=2[CH:48]=1.